This data is from Peptide-MHC class I binding affinity with 185,985 pairs from IEDB/IMGT. The task is: Regression. Given a peptide amino acid sequence and an MHC pseudo amino acid sequence, predict their binding affinity value. This is MHC class I binding data. (1) The peptide sequence is QTYDWTLNR. The MHC is HLA-B40:01 with pseudo-sequence HLA-B40:01. The binding affinity (normalized) is 0.0847. (2) The peptide sequence is VFKVKLHEI. The MHC is HLA-A24:03 with pseudo-sequence HLA-A24:03. The binding affinity (normalized) is 0.581.